Dataset: Reaction yield outcomes from USPTO patents with 853,638 reactions. Task: Predict the reaction yield, written as a fraction of the theoretical maximum amount of product (1.0 means a 100% yield; for example, 0.34 means a 34% yield). (1) The reactants are [Cl:1][C:2]1[CH:3]=[C:4]([C:8]#[C:9][C@@:10]2([O:27]CC3C=CC(OC)=CC=3)[CH2:15][CH2:14][CH2:13][C@@H:12]([NH:16][C:17]3[CH:18]=[C:19]4[C:24](=[CH:25][CH:26]=3)[N:23]=[CH:22][CH:21]=[N:20]4)[CH2:11]2)[CH:5]=[CH:6][CH:7]=1.Cl. The product is [Cl:1][C:2]1[CH:3]=[C:4]([C:8]#[C:9][C@@:10]2([OH:27])[CH2:15][CH2:14][CH2:13][C@@H:12]([NH:16][C:17]3[CH:18]=[C:19]4[C:24](=[CH:25][CH:26]=3)[N:23]=[CH:22][CH:21]=[N:20]4)[CH2:11]2)[CH:5]=[CH:6][CH:7]=1. The yield is 0.530. The catalyst is CO.O1CCOCC1. (2) The reactants are [F:1][CH:2]([F:11])[O:3][C:4]1[CH:5]=[C:6]([CH:8]=[CH:9][CH:10]=1)[NH2:7].[N:12]([O-])=O.[Na+].C([O-])(=O)C.[Na+].[C:21]([CH2:24][C:25](=[O:27])[CH3:26])(=[O:23])[CH3:22]. The catalyst is C(O)(=O)C.Cl.O.C(O)C. The product is [F:1][CH:2]([F:11])[O:3][C:4]1[CH:5]=[C:6]([NH:7][N:12]=[C:24]([C:25](=[O:27])[CH3:26])[C:21](=[O:23])[CH3:22])[CH:8]=[CH:9][CH:10]=1. The yield is 0.890. (3) The reactants are [OH:1][CH2:2][C:3]1[CH:4]=[C:5](B(O)O)[CH:6]=[CH:7][CH:8]=1.[Br:12][C:13]1[CH:18]=[CH:17][CH:16]=[C:15](I)[CH:14]=1.C([O-])([O-])=O.[Na+].[Na+]. The catalyst is COCCOC.CCOC(C)=O.C1C=CC(P(C2C=CC=CC=2)C2C=CC=CC=2)=CC=1.C1C=CC(P(C2C=CC=CC=2)C2C=CC=CC=2)=CC=1.Cl[Pd]Cl. The product is [Br:12][C:13]1[CH:14]=[C:15]([C:5]2[CH:6]=[CH:7][CH:8]=[C:3]([CH2:2][OH:1])[CH:4]=2)[CH:16]=[CH:17][CH:18]=1. The yield is 0.800. (4) The reactants are [CH3:1][O:2][C:3](=[O:16])[C:4]1[CH:9]=[C:8](I)[C:7]([C:11]([F:14])([F:13])[F:12])=[CH:6][C:5]=1[NH2:15].[CH3:17][N:18]1[CH:22]=[CH:21][CH:20]=[C:19]1[Sn](CCCC)(CCCC)CCCC. The catalyst is O1CCOCC1. The product is [CH3:1][O:2][C:3](=[O:16])[C:4]1[CH:9]=[C:8]([C:19]2[N:18]([CH3:17])[CH:22]=[CH:21][CH:20]=2)[C:7]([C:11]([F:14])([F:13])[F:12])=[CH:6][C:5]=1[NH2:15]. The yield is 0.145.